Dataset: Full USPTO retrosynthesis dataset with 1.9M reactions from patents (1976-2016). Task: Predict the reactants needed to synthesize the given product. (1) Given the product [OH:20][C@H:18]1[CH2:19][N:15]([C:13]([O:12][C:8]([CH3:9])([CH3:10])[CH3:11])=[O:14])[C@H:16]([CH2:21][OH:22])[CH2:17]1, predict the reactants needed to synthesize it. The reactants are: [Li+].[BH4-].C[Si](Cl)(C)C.[C:8]([O:12][C:13]([N:15]1[CH2:19][C@H:18]([OH:20])[CH2:17][C@H:16]1[C:21](O)=[O:22])=[O:14])([CH3:11])([CH3:10])[CH3:9]. (2) Given the product [NH2:13][C:10]1[N:9]=[CH:8][C:7]2[C:6]([CH3:28])([CH3:27])[C:5](=[O:29])[N:4]([CH:1]3[CH2:2][CH2:3]3)[C:12]=2[CH:11]=1, predict the reactants needed to synthesize it. The reactants are: [CH:1]1([N:4]2[C:12]3[CH:11]=[C:10]([N:13]=C(C4C=CC=CC=4)C4C=CC=CC=4)[N:9]=[CH:8][C:7]=3[C:6]([CH3:28])([CH3:27])[C:5]2=[O:29])[CH2:3][CH2:2]1.C([O-])(=O)C.[Na+].Cl.NO. (3) Given the product [Cl:15][CH2:8][C:5]1[CH:6]=[CH:7][C:2]([CH3:1])=[CH:3][C:4]=1[C:10]([F:13])([F:12])[F:11], predict the reactants needed to synthesize it. The reactants are: [CH3:1][C:2]1[CH:7]=[CH:6][C:5]([CH2:8]O)=[C:4]([C:10]([F:13])([F:12])[F:11])[CH:3]=1.P(Cl)(Cl)(Cl)(Cl)[Cl:15]. (4) The reactants are: [Cl:1][C:2]1[CH:7]=[CH:6][C:5]([C:8]2[N:12]([C:13]3[CH:18]=[CH:17][C:16]([Cl:19])=[CH:15][C:14]=3[Cl:20])[N:11]=[C:10]([C:21](Cl)=[O:22])[C:9]=2[CH3:24])=[CH:4][CH:3]=1.O.[NH2:26][NH2:27]. Given the product [Cl:1][C:2]1[CH:7]=[CH:6][C:5]([C:8]2[N:12]([C:13]3[CH:18]=[CH:17][C:16]([Cl:19])=[CH:15][C:14]=3[Cl:20])[N:11]=[C:10]([C:21]([NH:26][NH2:27])=[O:22])[C:9]=2[CH3:24])=[CH:4][CH:3]=1, predict the reactants needed to synthesize it. (5) Given the product [CH3:12][S:13][C:2]1[N:7]2[N:8]=[C:9]([NH2:11])[N:10]=[C:6]2[CH:5]=[CH:4][CH:3]=1, predict the reactants needed to synthesize it. The reactants are: Br[C:2]1[N:7]2[N:8]=[C:9]([NH2:11])[N:10]=[C:6]2[CH:5]=[CH:4][CH:3]=1.[CH3:12][S-:13].[Na+].O. (6) Given the product [CH3:1][O:2][C:3](=[O:22])[CH2:4][C:5]([N:7]([CH2:26][C:27]1[CH:32]=[CH:31][C:30]([C:33]2[N:37]=[CH:36][N:35]([C:38]3[CH:43]=[CH:42][C:41]([O:44][C:45]([F:47])([F:46])[F:48])=[CH:40][CH:39]=3)[N:34]=2)=[CH:29][CH:28]=1)[O:8][C@H:9]1[C@H:14]([O:15][CH3:16])[C@H:13]([O:17][CH3:18])[C@@H:12]([O:19][CH3:20])[C@H:11]([CH3:21])[O:10]1)=[O:6], predict the reactants needed to synthesize it. The reactants are: [CH3:1][O:2][C:3](=[O:22])[CH2:4][C:5]([NH:7][O:8][C@H:9]1[C@H:14]([O:15][CH3:16])[C@H:13]([O:17][CH3:18])[C@@H:12]([O:19][CH3:20])[C@H:11]([CH3:21])[O:10]1)=[O:6].[H-].[Na+].Br[CH2:26][C:27]1[CH:32]=[CH:31][C:30]([C:33]2[N:37]=[CH:36][N:35]([C:38]3[CH:43]=[CH:42][C:41]([O:44][C:45]([F:48])([F:47])[F:46])=[CH:40][CH:39]=3)[N:34]=2)=[CH:29][CH:28]=1.